Dataset: Reaction yield outcomes from USPTO patents with 853,638 reactions. Task: Predict the reaction yield, written as a fraction of the theoretical maximum amount of product (1.0 means a 100% yield; for example, 0.34 means a 34% yield). (1) The reactants are C[N:2]1[CH2:7][CH2:6][O:5][CH2:4][CH2:3]1.[F:8][C:9]1[CH:14]=[CH:13][C:12]([S:15](Cl)(=[O:17])=[O:16])=[CH:11][CH:10]=1.[OH2:19]. The catalyst is ClCCl. The product is [F:8][C:9]1[CH:14]=[CH:13][C:12]([S:15]([N:2]2[CH2:3][CH2:4][S:15][C:12]([CH3:13])([CH3:11])[C@@H:7]2[C:6]([OH:5])=[O:19])(=[O:17])=[O:16])=[CH:11][CH:10]=1. The yield is 0.400. (2) The reactants are [NH:1]1[C:9]2[C:4](=[CH:5][CH:6]=[CH:7][CH:8]=2)[C:3]2([CH2:13][O:12][C:11]3[CH:14]=[C:15]4[C:19](=[CH:20][C:10]2=3)[CH2:18][CH2:17][O:16]4)[C:2]1=[O:21].C(=O)([O-])[O-].[Cs+].[Cs+].Br[CH2:29][C:30]1[CH:35]=[CH:34][CH:33]=[C:32]([C:36]#[N:37])[CH:31]=1. The catalyst is CC(=O)CC. The product is [O:21]=[C:2]1[C:3]2([CH2:13][O:12][C:11]3[CH:14]=[C:15]4[C:19](=[CH:20][C:10]2=3)[CH2:18][CH2:17][O:16]4)[C:4]2[C:9](=[CH:8][CH:7]=[CH:6][CH:5]=2)[N:1]1[CH2:29][C:30]1[CH:31]=[C:32]([CH:33]=[CH:34][CH:35]=1)[C:36]#[N:37]. The yield is 0.920. (3) The reactants are [H-].[Na+].[OH:3][CH:4]1[CH2:9][CH2:8][S:7][CH2:6][CH2:5]1.Cl.[Cl:11][C:12]1[CH:13]=[C:14]([CH:27]=[CH:28][C:29]=1[F:30])[NH:15][C:16]1[C:25]2[C:20](=[CH:21][CH:22]=[CH:23][C:24]=2F)[N:19]=[CH:18][N:17]=1. The catalyst is CN(C=O)C. The product is [Cl:11][C:12]1[CH:13]=[C:14]([CH:27]=[CH:28][C:29]=1[F:30])[NH:15][C:16]1[C:25]2[C:20](=[CH:21][CH:22]=[CH:23][C:24]=2[O:3][CH:4]2[CH2:9][CH2:8][S:7][CH2:6][CH2:5]2)[N:19]=[CH:18][N:17]=1. The yield is 0.650. (4) The reactants are Br[C:2]1[CH:3]=[CH:4][C:5]2[NH:6][C:7]3[C:12]([C:13]=2[CH:14]=1)=[CH:11][CH:10]=[CH:9][CH:8]=3.[CH:15]1[C:23]2[C:22]3[CH:24]=[CH:25][CH:26]=[CH:27][C:21]=3[S:20][C:19]=2[C:18](B(O)O)=[CH:17][CH:16]=1.C1(C)C=CC=CC=1P(C1C=CC=CC=1C)C1C=CC=CC=1C.C(=O)([O-])[O-].[K+].[K+]. The catalyst is C([O-])(=O)C.[Pd+2].C([O-])(=O)C.C(O)C.C1(C)C=CC=CC=1. The product is [CH:15]1[C:23]2[C:22]3[CH:24]=[CH:25][CH:26]=[CH:27][C:21]=3[S:20][C:19]=2[C:18]([C:2]2[CH:3]=[CH:4][C:5]3[NH:6][C:7]4[C:12]([C:13]=3[CH:14]=2)=[CH:11][CH:10]=[CH:9][CH:8]=4)=[CH:17][CH:16]=1. The yield is 0.320. (5) The reactants are [CH3:1][C:2]1[N:7]=[CH:6][C:5]([CH2:8][CH2:9][N:10]([C:12]2[CH:21]=[CH:20][C:15]([C:16]([O:18]C)=[O:17])=[CH:14][CH:13]=2)N)=[CH:4][CH:3]=1.[CH3:22][N:23]1[CH2:28][CH2:27][C:26](=O)[CH2:25][CH2:24]1. The catalyst is Cl. The product is [CH3:22][N:23]1[CH2:28][CH2:27][C:26]2[N:10]([CH2:9][CH2:8][C:5]3[CH:6]=[N:7][C:2]([CH3:1])=[CH:3][CH:4]=3)[C:12]3[CH:21]=[CH:20][C:15]([C:16]([OH:18])=[O:17])=[CH:14][C:13]=3[C:25]=2[CH2:24]1. The yield is 0.0400.